Dataset: HIV replication inhibition screening data with 41,000+ compounds from the AIDS Antiviral Screen. Task: Binary Classification. Given a drug SMILES string, predict its activity (active/inactive) in a high-throughput screening assay against a specified biological target. (1) The drug is COC(=O)C(=O)C(C(=O)C(=O)Nc1cc([N+](=O)[O-])ccc1[N+](=O)[O-])c1nc2ccc(C(=O)c3ccccc3)cc2nc1O. The result is 0 (inactive). (2) The molecule is CCCCCCCCCCCCCCCCC1C[N+](C)(C)CCOP(C)(=O)O1.[Br-]. The result is 0 (inactive).